Task: Predict the reaction yield, written as a fraction of the theoretical maximum amount of product (1.0 means a 100% yield; for example, 0.34 means a 34% yield).. Dataset: Reaction yield outcomes from USPTO patents with 853,638 reactions (1) The reactants are [Cl:1][C:2]1[CH:7]=[CH:6][C:5]([NH2:8])=[C:4]([C:9]2[CH:13]=[C:12]([C:14]3[CH:19]=[CH:18][C:17]([F:20])=[CH:16][C:15]=3[F:21])[O:11][N:10]=2)[CH:3]=1.[O:22](S(C(F)(F)F)(=O)=O)[S:23]([C:26]([F:29])([F:28])[F:27])(=O)=[O:24]. The catalyst is ClCCl. The product is [Cl:1][C:2]1[CH:7]=[CH:6][C:5]([NH:8][S:23]([C:26]([F:29])([F:28])[F:27])(=[O:24])=[O:22])=[C:4]([C:9]2[CH:13]=[C:12]([C:14]3[CH:19]=[CH:18][C:17]([F:20])=[CH:16][C:15]=3[F:21])[O:11][N:10]=2)[CH:3]=1. The yield is 0.320. (2) The reactants are [SH:1][C:2]1[CH:7]=[CH:6][CH:5]=[CH:4][N:3]=1.C(N(CC)CC)C.Cl[CH2:16][C:17]1[C:26]([OH:27])=[CH:25][CH:24]=[C:23]2[C:18]=1[CH2:19][CH2:20][CH2:21][C:22]2=[O:28]. The catalyst is O1CCCC1.C(OCC)(=O)C. The product is [OH:27][C:26]1[C:17]([CH2:16][S:1][C:2]2[CH:7]=[CH:6][CH:5]=[CH:4][N:3]=2)=[C:18]2[C:23](=[CH:24][CH:25]=1)[C:22](=[O:28])[CH2:21][CH2:20][CH2:19]2. The yield is 0.560. (3) The reactants are [CH3:1][O:2][C:3]1[CH:34]=[CH:33][C:6]([CH2:7][CH2:8][C:9]2[CH:14]=[CH:13][CH:12]=[CH:11][C:10]=2[C:15]2[N:20]=[C:19]([N:21]3[C:25]([C:26]([F:29])([F:28])[F:27])=[C:24]([C:30]([OH:32])=[O:31])[CH:23]=[N:22]3)[CH:18]=[CH:17][CH:16]=2)=[C:5]([CH3:35])[CH:4]=1.S(=O)(=O)(O)O.[CH2:41](O)[CH3:42]. No catalyst specified. The product is [CH3:1][O:2][C:3]1[CH:34]=[CH:33][C:6]([CH2:7][CH2:8][C:9]2[CH:14]=[CH:13][CH:12]=[CH:11][C:10]=2[C:15]2[N:20]=[C:19]([N:21]3[C:25]([C:26]([F:28])([F:27])[F:29])=[C:24]([C:30]([O:32][CH2:41][CH3:42])=[O:31])[CH:23]=[N:22]3)[CH:18]=[CH:17][CH:16]=2)=[C:5]([CH3:35])[CH:4]=1. The yield is 0.790. (4) The reactants are [CH3:1][O:2][C:3]1[CH:4]=[C:5]2[C:10](=[CH:11][C:12]=1[O:13][CH3:14])[N:9]=[CH:8][N:7]=[C:6]2[O:15][C:16]1[CH:22]=[CH:21][C:19]([NH2:20])=[CH:18][CH:17]=1.ClC(Cl)(O[C:27](=[O:33])OC(Cl)(Cl)Cl)Cl.[NH2:35][N:36]1[CH2:42][CH2:41][CH2:40][CH2:39][CH2:38][CH2:37]1.C(=O)(O)[O-].[Na+]. The catalyst is C(Cl)Cl.C(N(CC)CC)C.C1(C)C=CC=CC=1. The product is [CH3:1][O:2][C:3]1[CH:4]=[C:5]2[C:10](=[CH:11][C:12]=1[O:13][CH3:14])[N:9]=[CH:8][N:7]=[C:6]2[O:15][C:16]1[CH:22]=[CH:21][C:19]([NH:20][C:27]([NH:35][N:36]2[CH2:42][CH2:41][CH2:40][CH2:39][CH2:38][CH2:37]2)=[O:33])=[CH:18][CH:17]=1. The yield is 0.650. (5) The reactants are I.[Br:2][C:3]1[CH:4]=[C:5]2[C:10]([NH:11][C@H:12]3[C@@H:16]([CH3:17])[CH2:15][NH:14][CH2:13]3)=[C:9]([C:18]([NH2:20])=[O:19])[CH:8]=[N:7][N:6]2[CH:21]=1.CCN(C(C)C)C(C)C.[CH3:31][S:32](Cl)(=[O:34])=[O:33]. The catalyst is C(Cl)Cl.O. The product is [Br:2][C:3]1[CH:4]=[C:5]2[C:10]([NH:11][C@H:12]3[C@@H:16]([CH3:17])[CH2:15][N:14]([S:32]([CH3:31])(=[O:34])=[O:33])[CH2:13]3)=[C:9]([C:18]([NH2:20])=[O:19])[CH:8]=[N:7][N:6]2[CH:21]=1. The yield is 0.850.